This data is from NCI-60 drug combinations with 297,098 pairs across 59 cell lines. The task is: Regression. Given two drug SMILES strings and cell line genomic features, predict the synergy score measuring deviation from expected non-interaction effect. (1) Drug 1: COC1=C(C=C2C(=C1)N=CN=C2NC3=CC(=C(C=C3)F)Cl)OCCCN4CCOCC4. Drug 2: CNC(=O)C1=NC=CC(=C1)OC2=CC=C(C=C2)NC(=O)NC3=CC(=C(C=C3)Cl)C(F)(F)F. Cell line: 786-0. Synergy scores: CSS=32.5, Synergy_ZIP=-1.23, Synergy_Bliss=3.81, Synergy_Loewe=4.21, Synergy_HSA=6.28. (2) Drug 1: CCC1=CC2CC(C3=C(CN(C2)C1)C4=CC=CC=C4N3)(C5=C(C=C6C(=C5)C78CCN9C7C(C=CC9)(C(C(C8N6C)(C(=O)OC)O)OC(=O)C)CC)OC)C(=O)OC.C(C(C(=O)O)O)(C(=O)O)O. Drug 2: CC1C(C(=O)NC(C(=O)N2CCCC2C(=O)N(CC(=O)N(C(C(=O)O1)C(C)C)C)C)C(C)C)NC(=O)C3=C4C(=C(C=C3)C)OC5=C(C(=O)C(=C(C5=N4)C(=O)NC6C(OC(=O)C(N(C(=O)CN(C(=O)C7CCCN7C(=O)C(NC6=O)C(C)C)C)C)C(C)C)C)N)C. Cell line: MDA-MB-435. Synergy scores: CSS=35.8, Synergy_ZIP=-4.18, Synergy_Bliss=-8.65, Synergy_Loewe=-9.80, Synergy_HSA=-8.20. (3) Drug 1: C1CCN(CC1)CCOC2=CC=C(C=C2)C(=O)C3=C(SC4=C3C=CC(=C4)O)C5=CC=C(C=C5)O. Drug 2: CCCS(=O)(=O)NC1=C(C(=C(C=C1)F)C(=O)C2=CNC3=C2C=C(C=N3)C4=CC=C(C=C4)Cl)F. Cell line: MDA-MB-435. Synergy scores: CSS=47.8, Synergy_ZIP=6.18, Synergy_Bliss=6.31, Synergy_Loewe=-5.05, Synergy_HSA=3.06. (4) Drug 1: CCCCCOC(=O)NC1=NC(=O)N(C=C1F)C2C(C(C(O2)C)O)O. Drug 2: CC1C(C(CC(O1)OC2CC(CC3=C2C(=C4C(=C3O)C(=O)C5=C(C4=O)C(=CC=C5)OC)O)(C(=O)CO)O)N)O.Cl. Cell line: MOLT-4. Synergy scores: CSS=29.4, Synergy_ZIP=1.60, Synergy_Bliss=-3.82, Synergy_Loewe=-57.3, Synergy_HSA=-9.39. (5) Drug 1: CC1CCC2CC(C(=CC=CC=CC(CC(C(=O)C(C(C(=CC(C(=O)CC(OC(=O)C3CCCCN3C(=O)C(=O)C1(O2)O)C(C)CC4CCC(C(C4)OC)O)C)C)O)OC)C)C)C)OC. Drug 2: C1=CC=C(C(=C1)C(C2=CC=C(C=C2)Cl)C(Cl)Cl)Cl. Cell line: SNB-19. Synergy scores: CSS=0.163, Synergy_ZIP=0.0703, Synergy_Bliss=-0.817, Synergy_Loewe=-0.660, Synergy_HSA=-0.989. (6) Synergy scores: CSS=35.6, Synergy_ZIP=-0.406, Synergy_Bliss=-3.13, Synergy_Loewe=-2.97, Synergy_HSA=-1.87. Drug 1: CC12CCC3C(C1CCC2=O)CC(=C)C4=CC(=O)C=CC34C. Drug 2: CC1C(C(CC(O1)OC2CC(CC3=C2C(=C4C(=C3O)C(=O)C5=C(C4=O)C(=CC=C5)OC)O)(C(=O)CO)O)N)O.Cl. Cell line: HCT116. (7) Drug 1: CN(C(=O)NC(C=O)C(C(C(CO)O)O)O)N=O. Drug 2: C1CCC(C(C1)N)N.C(=O)(C(=O)[O-])[O-].[Pt+4]. Cell line: KM12. Synergy scores: CSS=12.0, Synergy_ZIP=-8.04, Synergy_Bliss=-8.19, Synergy_Loewe=-16.0, Synergy_HSA=-10.5. (8) Drug 1: CC1=C2C(C(=O)C3(C(CC4C(C3C(C(C2(C)C)(CC1OC(=O)C(C(C5=CC=CC=C5)NC(=O)OC(C)(C)C)O)O)OC(=O)C6=CC=CC=C6)(CO4)OC(=O)C)OC)C)OC. Drug 2: C1=NC2=C(N=C(N=C2N1C3C(C(C(O3)CO)O)F)Cl)N. Cell line: MOLT-4. Synergy scores: CSS=97.8, Synergy_ZIP=7.73, Synergy_Bliss=7.54, Synergy_Loewe=4.64, Synergy_HSA=8.56.